Predict the reactants needed to synthesize the given product. From a dataset of Full USPTO retrosynthesis dataset with 1.9M reactions from patents (1976-2016). (1) The reactants are: [OH:1][C:2]1[CH:3]=[C:4]2[C:9](=[C:10]([CH3:12])[CH:11]=1)[O:8][CH:7]([C:13]([F:16])([F:15])[F:14])[C:6]([C:17]([O:19][CH2:20][CH3:21])=[O:18])=[CH:5]2.C([O-])([O-])=O.[K+].[K+].[CH3:28][C:29](C)=O. Given the product [CH2:28]([O:1][C:2]1[CH:3]=[C:4]2[C:9](=[C:10]([CH3:12])[CH:11]=1)[O:8][CH:7]([C:13]([F:16])([F:14])[F:15])[C:6]([C:17]([O:19][CH2:20][CH3:21])=[O:18])=[CH:5]2)[CH3:29], predict the reactants needed to synthesize it. (2) Given the product [O:37]1[CH2:38][CH2:39][N:34]([CH2:33][CH2:32][O:22][C:19]2[CH:20]=[CH:21][C:16]([C:13]3[S:12][C:11]4=[N:10][C:9]([CH3:25])=[C:8]([C:5]5[CH:4]=[C:3]([C:26]([F:28])([F:27])[F:29])[C:2]([NH2:1])=[N:7][CH:6]=5)[N:15]4[N:14]=3)=[CH:17][C:18]=2[O:23][CH3:24])[CH2:35][CH2:36]1, predict the reactants needed to synthesize it. The reactants are: [NH2:1][C:2]1[N:7]=[CH:6][C:5]([C:8]2[N:15]3[C:11]([S:12][C:13]([C:16]4[CH:21]=[CH:20][C:19]([OH:22])=[C:18]([O:23][CH3:24])[CH:17]=4)=[N:14]3)=[N:10][C:9]=2[CH3:25])=[CH:4][C:3]=1[C:26]([F:29])([F:28])[F:27].Cl.Cl[CH2:32][CH2:33][N:34]1[CH2:39][CH2:38][O:37][CH2:36][CH2:35]1.C(N(C(C)C)C(C)C)C.C([O-])([O-])=O.[K+].[K+]. (3) Given the product [Br:1][C:2]1[CH:3]=[N:4][C:5](=[O:8])[N:6]([CH2:19][CH2:20][N:21]2[CH2:26][CH2:25][O:24][CH2:23][CH2:22]2)[CH:7]=1, predict the reactants needed to synthesize it. The reactants are: [Br:1][C:2]1[CH:3]=[N:4][C:5]([OH:8])=[N:6][CH:7]=1.[I-].[Na+].C(=O)([O-])[O-].[Cs+].[Cs+].Cl.Cl[CH2:19][CH2:20][N:21]1[CH2:26][CH2:25][O:24][CH2:23][CH2:22]1. (4) Given the product [C:1]([O:4][C:5]1([OH:17])[CH:14]=[CH:13][C:8](/[CH:9]=[CH:10]/[CH2:11][OH:12])=[CH:7][CH:6]1[O:15][CH3:16])(=[O:3])[CH3:2], predict the reactants needed to synthesize it. The reactants are: [C:1]([O:4][C:5]1([OH:17])[CH:14]=[CH:13][C:8](/[CH:9]=[CH:10]/[CH:11]=[O:12])=[CH:7][CH:6]1[O:15][CH3:16])(=[O:3])[CH3:2]. (5) Given the product [Cl:1][C:2]1[N:3]=[C:4]([CH2:17][OH:18])[NH:5][C:6]=1[C:7]1[CH:8]=[C:9]([CH:13]=[CH:14][C:15]=1[CH3:16])[C:10]([N:39]1[CH2:42][CH:41]([C:43]2[CH:50]=[CH:49][C:46]([C:47]#[N:48])=[CH:45][CH:44]=2)[CH2:40]1)=[O:12], predict the reactants needed to synthesize it. The reactants are: [Cl:1][C:2]1[N:3]=[C:4]([CH2:17][OH:18])[NH:5][C:6]=1[C:7]1[CH:8]=[C:9]([CH:13]=[CH:14][C:15]=1[CH3:16])[C:10]([OH:12])=O.ClC1N=C(COC)NC=1C1C=C(C=CC=1C)C(O)=O.Cl.[NH:39]1[CH2:42][CH:41]([C:43]2[CH:50]=[CH:49][C:46]([C:47]#[N:48])=[CH:45][CH:44]=2)[CH2:40]1.Cl.N1CCC(C2C=CC(C#N)=CC=2)CC1. (6) Given the product [Cl:24][C:21]1[CH:22]=[CH:23][C:18]([C:16](=[O:17])[CH2:15][C:2]2[CH:14]=[CH:13][C:5]([C:6]([O:8][C:9]([CH3:12])([CH3:11])[CH3:10])=[O:7])=[CH:4][CH:3]=2)=[CH:19][CH:20]=1, predict the reactants needed to synthesize it. The reactants are: Br[C:2]1[CH:14]=[CH:13][C:5]([C:6]([O:8][C:9]([CH3:12])([CH3:11])[CH3:10])=[O:7])=[CH:4][CH:3]=1.[CH3:15][C:16]([C:18]1[CH:23]=[CH:22][C:21]([Cl:24])=[CH:20][CH:19]=1)=[O:17].C1C=CC(P(C2C(C3C(P(C4C=CC=CC=4)C4C=CC=CC=4)=CC=C4C=3C=CC=C4)=C3C(C=CC=C3)=CC=2)C2C=CC=CC=2)=CC=1.CC([O-])(C)C.[Na+]. (7) Given the product [C:4]([O:3][C:1]([N:8]1[CH2:13][CH2:12][CH:11]([NH:24][CH2:23][C:17]2[C:16]([CH3:15])=[CH:21][C:20]([CH3:22])=[CH:19][N:18]=2)[CH2:10][CH2:9]1)=[O:2])([CH3:7])([CH3:6])[CH3:5], predict the reactants needed to synthesize it. The reactants are: [C:1]([N:8]1[CH2:13][CH2:12][C:11](=O)[CH2:10][CH2:9]1)([O:3][C:4]([CH3:7])([CH3:6])[CH3:5])=[O:2].[CH3:15][C:16]1[C:17]([CH2:23][NH2:24])=[N:18][CH:19]=[C:20]([CH3:22])[CH:21]=1.[BH-](OC(C)=O)(OC(C)=O)OC(C)=O.[Na+].